Dataset: HIV replication inhibition screening data with 41,000+ compounds from the AIDS Antiviral Screen. Task: Binary Classification. Given a drug SMILES string, predict its activity (active/inactive) in a high-throughput screening assay against a specified biological target. (1) The compound is CC(C)CCCC(C)C1CCC2C3CCC4CC(CCC=C(c5cc(Cl)c(OCc6ccc([N+](=O)[O-])cc6)c(C(=O)O)c5)c5cc(Cl)c(OCc6ccc([N+](=O)[O-])cc6)c(C(=O)O)c5)CCC4(C)C3CCC12C.[NaH]. The result is 1 (active). (2) The drug is CCCNC(=O)c1ccccc1C(=O)C(Cl)c1ccccc1. The result is 0 (inactive). (3) The molecule is O=[N+]([O-])c1c(C=NNc2ccccc2)oc(-c2ccc3c(c2)OCO3)c1-c1ccc2c(c1)OCO2. The result is 0 (inactive). (4) The molecule is Cc1cc(=O)oc2c3c(c4c(c12)OC(C)(C)C=C4)OC(C)(C)C=C3. The result is 0 (inactive). (5) The compound is O=C(c1ccc([N+](=O)[O-])cc1)c1no[n+]([O-])c1C(=O)c1ccc([N+](=O)[O-])cc1. The result is 0 (inactive). (6) The compound is C=C(C)Cn1c(=O)c2c(ncn2C)n(C)c1=O. The result is 0 (inactive). (7) The drug is c1nc2nc3c(cn2n1)CCCCC3. The result is 0 (inactive). (8) The molecule is Sc1nc2c(c(-c3nc(S)nc4c3CCCCC4)n1)CCCCC2. The result is 1 (active). (9) The drug is O=C(NN=Cc1cccc2ccccc12)c1cccnc1. The result is 0 (inactive).